Task: Predict which catalyst facilitates the given reaction.. Dataset: Catalyst prediction with 721,799 reactions and 888 catalyst types from USPTO (1) Reactant: [NH2:1][C:2]1[N:3]=[C:4]([NH2:22])[C:5]2[C:10]([CH2:11][CH2:12][CH2:13][C:14]3[CH:15]=[C:16]([C:19]([OH:21])=O)[S:17][CH:18]=3)=[CH:9][O:8][C:6]=2[N:7]=1.CN1CCOCC1.ClC1N=C(OC)N=C(OC)N=1.Cl.[CH2:42]([O:44][C:45](=[O:55])[C@H:46]([CH2:48][CH2:49][C:50]([O:52][CH2:53][CH3:54])=[O:51])[NH2:47])[CH3:43]. Product: [CH2:42]([O:44][C:45](=[O:55])[C@@H:46]([NH:47][C:19]([C:16]1[S:17][CH:18]=[C:14]([CH2:13][CH2:12][CH2:11][C:10]2[C:5]3[C:4]([NH2:22])=[N:3][C:2]([NH2:1])=[N:7][C:6]=3[O:8][CH:9]=2)[CH:15]=1)=[O:21])[CH2:48][CH2:49][C:50]([O:52][CH2:53][CH3:54])=[O:51])[CH3:43]. The catalyst class is: 3. (2) Reactant: [CH2:1]([OH:3])[CH3:2].[Br:4][C:5]1[CH:10]=[CH:9][C:8]([C:11]2(C#N)[CH2:13][CH2:12]2)=[CH:7][CH:6]=1.[OH-:16].[K+]. Product: [Br:4][C:5]1[CH:10]=[CH:9][C:8]([C:11]2([CH2:2][C:1]([OH:16])=[O:3])[CH2:13][CH2:12]2)=[CH:7][CH:6]=1. The catalyst class is: 6. (3) The catalyst class is: 1. Reactant: Br[C:2]1[CH:3]=[C:4]2[C:8](=[CH:9][CH:10]=1)[N:7]([CH3:11])[C:6]([CH2:12][CH2:13][O:14][Si:15]([C:18]([CH3:21])([CH3:20])[CH3:19])([CH3:17])[CH3:16])=[CH:5]2.[Li]CCCC.CON(C)[C:30](=[O:34])[CH2:31][CH2:32][CH3:33]. Product: [Si:15]([O:14][CH2:13][CH2:12][C:6]1[N:7]([CH3:11])[C:8]2[C:4]([CH:5]=1)=[CH:3][C:2]([C:30](=[O:34])[CH2:31][CH2:32][CH3:33])=[CH:10][CH:9]=2)([C:18]([CH3:21])([CH3:20])[CH3:19])([CH3:17])[CH3:16]. (4) Reactant: [Br:1][C:2]1[CH:3]=[N+:4]([O-])[CH:5]=[C:6]([Br:8])[CH:7]=1.CS[C:12]1N=C(NCC2C=CC(OC)=C(Cl)C=2)C(C(OCC)=O)=C[N:13]=1.C[Si](C#N)(C)C.CN(C)C(Cl)=O.C(=O)([O-])O.[Na+]. Product: [C:12]([C:3]1[C:2]([Br:1])=[CH:7][C:6]([Br:8])=[CH:5][N:4]=1)#[N:13]. The catalyst class is: 2. (5) Reactant: Cl[C:2]1[C:11]2[C:6](=[CH:7][CH:8]=[C:9]([CH3:12])[CH:10]=2)[N:5]=[C:4]([N:13]2[CH2:19][C:18]3[CH:20]=[CH:21][CH:22]=[CH:23][C:17]=3[S:16](=[O:25])(=[O:24])[CH2:15][CH2:14]2)[CH:3]=1.[C:26]1([NH2:33])[CH:31]=[CH:30][CH:29]=[C:28]([NH2:32])[CH:27]=1.C1(P(C2C=CC=CC=2)C2C=CC3C(=CC=CC=3)C=2C2C3C(=CC=CC=3)C=CC=2P(C2C=CC=CC=2)C2C=CC=CC=2)C=CC=CC=1.P([O-])([O-])([O-])=O.[K+].[K+].[K+]. Product: [O:24]=[S:16]1(=[O:25])[C:17]2[CH:23]=[CH:22][CH:21]=[CH:20][C:18]=2[CH2:19][N:13]([C:4]2[CH:3]=[C:2]([NH:32][C:28]3[CH:29]=[CH:30][CH:31]=[C:26]([NH2:33])[CH:27]=3)[C:11]3[C:6](=[CH:7][CH:8]=[C:9]([CH3:12])[CH:10]=3)[N:5]=2)[CH2:14][CH2:15]1. The catalyst class is: 584.